From a dataset of Retrosynthesis with 50K atom-mapped reactions and 10 reaction types from USPTO. Predict the reactants needed to synthesize the given product. (1) Given the product Cn1ccc(NC(=O)c2nc(Br)cnc2Sc2ccc(F)cc2)n1, predict the reactants needed to synthesize it. The reactants are: Cn1ccc(N)n1.O=C(O)c1nc(Br)cnc1Sc1ccc(F)cc1. (2) Given the product COc1cc2ncn(CCBr)c(=O)c2cc1OC, predict the reactants needed to synthesize it. The reactants are: BrCCBr.COc1cc2nc[nH]c(=O)c2cc1OC. (3) Given the product O=C1OC(=O)c2nc3ccc(OC(F)F)cc3cc21, predict the reactants needed to synthesize it. The reactants are: O=C(O)c1cc2cc(OC(F)F)ccc2nc1C(=O)O. (4) Given the product CCC(CO)c1ccc([N+](=O)[O-])cc1, predict the reactants needed to synthesize it. The reactants are: CCC(C(=O)O)c1ccc([N+](=O)[O-])cc1. (5) Given the product CC(C)(C)OC(=O)N1CCc2ccc(NC3CCN(Cc4ccccc4)CC3)cc21, predict the reactants needed to synthesize it. The reactants are: CC(C)(C)OC(=O)N1CCc2ccc(N)cc21.O=C1CCN(Cc2ccccc2)CC1. (6) Given the product COc1cc(OCCN2CCCC2)ccc1[N+](=O)[O-], predict the reactants needed to synthesize it. The reactants are: COc1cc(F)ccc1[N+](=O)[O-].OCCN1CCCC1.